This data is from Forward reaction prediction with 1.9M reactions from USPTO patents (1976-2016). The task is: Predict the product of the given reaction. (1) Given the reactants [I:1][C:2]1[N:3]=[C:4]([C@@H:7]2[CH2:11][C@H:10]([CH3:12])[CH2:9][N:8]2C(OC(C)(C)C)=O)[NH:5][CH:6]=1.Cl, predict the reaction product. The product is: [I:1][C:2]1[N:3]=[C:4]([C@@H:7]2[CH2:11][C@H:10]([CH3:12])[CH2:9][NH:8]2)[NH:5][CH:6]=1. (2) Given the reactants [CH3:1][N:2]1[C:7](=[O:8])[C:6]([CH:9]=O)=[C:5]([CH3:11])[N:4]([CH:12]([CH3:14])[CH3:13])[C:3]1=[O:15].BrBr.C(O[CH2:22][CH3:23])(=O)C, predict the reaction product. The product is: [CH2:13]1[C:22]2[C:23](=[CH:11][CH:5]=[CH:6][CH:7]=2)[CH2:14][CH:12]1[N:4]1[CH:9]=[C:6]2[C:5]([N:4]([CH:12]([CH3:14])[CH3:13])[C:3](=[O:15])[N:2]([CH3:1])[C:7]2=[O:8])=[CH:11]1. (3) Given the reactants [CH3:1][N:2]1[C:10]2[C:5](=[CH:6][C:7]([O:11][C:12]3[CH:17]=[CH:16][N:15]=[C:14]([NH2:18])[CH:13]=3)=[CH:8][CH:9]=2)[C:4]([Cl:19])=[C:3]1C(N)=O.[Cl-].[Na+].Cl[C:26]([O:28][C:29]1[CH:34]=[CH:33][CH:32]=[CH:31][CH:30]=1)=[O:27].C(=O)([O-])[OH:36].[Na+].[CH3:40][N:41](C)C=O, predict the reaction product. The product is: [Cl:19][C:4]1[C:5]2[C:10](=[CH:9][CH:8]=[C:7]([O:11][C:12]3[CH:17]=[CH:16][N:15]=[C:14]([NH:18][C:26](=[O:27])[O:28][C:29]4[CH:34]=[CH:33][CH:32]=[CH:31][CH:30]=4)[CH:13]=3)[CH:6]=2)[N:2]([C:1]([NH:41][CH3:40])=[O:36])[CH:3]=1. (4) Given the reactants [Cl:1][C:2]1[S:6][C:5]([C:7]([OH:9])=O)=[CH:4][CH:3]=1.Cl.Cl.[NH2:12][CH2:13][C:14]1[N:15]=[CH:16][NH:17][CH:18]=1.CN(C(ON1N=NC2C=CC=CC1=2)=[N+](C)C)C.[B-](F)(F)(F)F, predict the reaction product. The product is: [Cl:1][C:2]1[S:6][C:5]([C:7]([CH:13]([NH2:12])[C:14]2[N:15]=[CH:16][NH:17][CH:18]=2)=[O:9])=[CH:4][CH:3]=1. (5) Given the reactants COC[O:4][C:5]1[CH:6]=[C:7]([N:11]2[CH2:17][CH2:16][CH2:15][NH:14][CH2:13][CH2:12]2)[CH:8]=[N:9][CH:10]=1.[ClH:18], predict the reaction product. The product is: [ClH:18].[OH:4][C:5]1[CH:6]=[C:7]([N:11]2[CH2:17][CH2:16][CH2:15][NH:14][CH2:13][CH2:12]2)[CH:8]=[N:9][CH:10]=1. (6) Given the reactants [C:1]([O:5][C:6]([N:8]1[CH2:13][CH2:12][CH2:11][CH:10]([C:14]([OH:16])=O)[CH2:9]1)=[O:7])([CH3:4])([CH3:3])[CH3:2].[NH2:17][C:18]1[CH:22]=[C:21]([C:23]([CH3:26])([CH3:25])[CH3:24])[O:20][N:19]=1.P(Cl)(Cl)(Cl)=O, predict the reaction product. The product is: [C:1]([O:5][C:6]([N:8]1[CH2:13][CH2:12][CH2:11][CH:10]([C:14](=[O:16])[NH:17][C:18]2[CH:22]=[C:21]([C:23]([CH3:26])([CH3:25])[CH3:24])[O:20][N:19]=2)[CH2:9]1)=[O:7])([CH3:2])([CH3:3])[CH3:4].